Dataset: Full USPTO retrosynthesis dataset with 1.9M reactions from patents (1976-2016). Task: Predict the reactants needed to synthesize the given product. Given the product [CH3:8][O:9][C:10](=[O:60])[C@@H:11]([NH2:52])[C:12]1[CH:13]=[CH:14][C:15]([C:18]2[CH:23]=[CH:22][C:21]([C:24]([CH2:25][CH3:26])([C:29]3[CH:34]=[CH:33][C:32]([CH2:35][CH2:36][CH:37]([OH:42])[C:38]([CH3:39])([CH3:40])[CH3:41])=[C:31]([CH3:50])[CH:30]=3)[CH2:27][CH3:28])=[CH:20][C:19]=2[CH3:51])=[CH:16][CH:17]=1, predict the reactants needed to synthesize it. The reactants are: FC(F)(F)C(O)=O.[CH3:8][O:9][C:10](=[O:60])[C@@H:11]([NH:52]C(OC(C)(C)C)=O)[C:12]1[CH:17]=[CH:16][C:15]([C:18]2[CH:23]=[CH:22][C:21]([C:24]([C:29]3[CH:34]=[CH:33][C:32]([CH2:35][CH2:36][CH:37]([O:42][Si](C(C)(C)C)(C)C)[C:38]([CH3:41])([CH3:40])[CH3:39])=[C:31]([CH3:50])[CH:30]=3)([CH2:27][CH3:28])[CH2:25][CH3:26])=[CH:20][C:19]=2[CH3:51])=[CH:14][CH:13]=1.